Task: Predict the product of the given reaction.. Dataset: Forward reaction prediction with 1.9M reactions from USPTO patents (1976-2016) Given the reactants C1(C)C=CC(S(O)(=O)=O)=CC=1.[OH:12][CH2:13][C:14]1[CH:15]=[C:16]([CH:19]=[CH:20][CH:21]=1)[C:17]#[N:18].[O:22]1[CH:27]=[CH:26][CH2:25][CH2:24][CH2:23]1.C(=O)(O)[O-].[Na+], predict the reaction product. The product is: [O:22]1[CH2:27][CH2:26][CH2:25][CH2:24][CH:23]1[O:12][CH2:13][C:14]1[CH:15]=[C:16]([CH:19]=[CH:20][CH:21]=1)[C:17]#[N:18].